This data is from Reaction yield outcomes from USPTO patents with 853,638 reactions. The task is: Predict the reaction yield, written as a fraction of the theoretical maximum amount of product (1.0 means a 100% yield; for example, 0.34 means a 34% yield). (1) The reactants are CN(C(ON1N=NC2C=CC=NC1=2)=[N+](C)C)C.F[P-](F)(F)(F)(F)F.CCN(C(C)C)C(C)C.[C:34]([O:38][C:39]([NH:41][C@H:42]([CH3:59])[C:43]([NH:45][C@@H:46]([CH2:50][C:51]1[CH:56]=[CH:55][C:54]([O:57][CH3:58])=[CH:53][CH:52]=1)[C:47]([OH:49])=O)=[O:44])=[O:40])([CH3:37])([CH3:36])[CH3:35].[NH2:60][C@@H:61]([CH2:68][CH:69]1[CH2:73][CH2:72][CH2:71][CH2:70]1)[C:62]([C@@:64]1([CH3:67])[CH2:66][O:65]1)=[O:63]. The catalyst is CN(C=O)C. The product is [CH:69]1([CH2:68][C@H:61]([NH:60][C:47](=[O:49])[C@@H:46]([NH:45][C:43](=[O:44])[C@H:42]([NH:41][C:39](=[O:40])[O:38][C:34]([CH3:35])([CH3:36])[CH3:37])[CH3:59])[CH2:50][C:51]2[CH:56]=[CH:55][C:54]([O:57][CH3:58])=[CH:53][CH:52]=2)[C:62]([C@@:64]2([CH3:67])[CH2:66][O:65]2)=[O:63])[CH2:73][CH2:72][CH2:71][CH2:70]1. The yield is 0.880. (2) The reactants are [CH2:1]([CH:4]1[CH2:9][CH2:8][CH2:7][CH2:6][NH:5]1)[CH2:2][CH3:3].Br[CH2:11][CH2:12][CH2:13][C:14]#[N:15].C(=O)([O-])[O-].[K+].[K+].C(Cl)Cl.CO. The catalyst is C(#N)C.[Cl-].[Na+].O. The product is [CH2:1]([CH:4]1[CH2:9][CH2:8][CH2:7][CH2:6][N:5]1[CH2:11][CH2:12][CH2:13][C:14]#[N:15])[CH2:2][CH3:3]. The yield is 0.830.